From a dataset of CYP3A4 inhibition data for predicting drug metabolism from PubChem BioAssay. Regression/Classification. Given a drug SMILES string, predict its absorption, distribution, metabolism, or excretion properties. Task type varies by dataset: regression for continuous measurements (e.g., permeability, clearance, half-life) or binary classification for categorical outcomes (e.g., BBB penetration, CYP inhibition). Dataset: cyp3a4_veith. The drug is O=C(Nc1cccc(F)c1)N1CC[C@@]2(CCCN(S(=O)(=O)c3ccccc3)C2)C1. The result is 1 (inhibitor).